From a dataset of Forward reaction prediction with 1.9M reactions from USPTO patents (1976-2016). Predict the product of the given reaction. (1) Given the reactants C(O[C:6]([NH:8][NH:9][C@H:10]1[CH2:15][CH2:14][C@@H:13]([C:16]2[O:20][N:19]=[C:18]([CH:21]([CH3:23])[CH3:22])[N:17]=2)[CH2:12][CH2:11]1)=O)(C)(C)C.[Cl:24][C:25]1[C:30](C=O)=[C:29](Cl)[N:28]=[CH:27][N:26]=1.C(N(C(C)C)CC)(C)C, predict the reaction product. The product is: [Cl:24][C:25]1[N:26]=[CH:27][N:28]=[C:29]2[N:9]([C@H:10]3[CH2:11][CH2:12][C@H:13]([C:16]4[O:20][N:19]=[C:18]([CH:21]([CH3:22])[CH3:23])[N:17]=4)[CH2:14][CH2:15]3)[N:8]=[CH:6][C:30]=12. (2) Given the reactants C(O)C.[N:4]1([C:10]2[CH:11]=[C:12]3[C:16](=[CH:17][CH:18]=2)[C:15](=O)[CH2:14][CH2:13]3)[CH2:9][CH2:8][O:7][CH2:6][CH2:5]1.[Cl-].[OH:21][NH3+:22].C(N(CC)CC)C, predict the reaction product. The product is: [N:4]1([C:10]2[CH:11]=[C:12]3[C:16](=[CH:17][CH:18]=2)[C:15](=[N:22][OH:21])[CH2:14][CH2:13]3)[CH2:9][CH2:8][O:7][CH2:6][CH2:5]1. (3) Given the reactants [Br:1][C:2]1[CH:8]=[C:7]([N+:9]([O-])=O)[C:5]([NH2:6])=[C:4]([F:12])[C:3]=1[F:13].O.O.[Sn](Cl)Cl.C(=O)([O-])O.[Na+], predict the reaction product. The product is: [Br:1][C:2]1[CH:8]=[C:7]([NH2:9])[C:5]([NH2:6])=[C:4]([F:12])[C:3]=1[F:13]. (4) The product is: [CH3:1][S:2]([C:5]1[CH:6]=[CH:7][C:8]([C:11]2[NH:30][C:29]3[N:28]([N:27]=[CH:26][C:25]=3[C:20]3[CH:21]=[CH:22][CH:23]=[CH:24][N:19]=3)[C:13](=[O:15])[CH:12]=2)=[CH:9][CH:10]=1)(=[O:3])=[O:4]. Given the reactants [CH3:1][S:2]([C:5]1[CH:10]=[CH:9][C:8]([C:11](=O)[CH2:12][C:13]([O:15]CC)=O)=[CH:7][CH:6]=1)(=[O:4])=[O:3].[N:19]1[CH:24]=[CH:23][CH:22]=[CH:21][C:20]=1[C:25]1[CH:26]=[N:27][NH:28][C:29]=1[NH2:30], predict the reaction product.